From a dataset of Full USPTO retrosynthesis dataset with 1.9M reactions from patents (1976-2016). Predict the reactants needed to synthesize the given product. (1) Given the product [CH3:18][N:19]1[CH2:24][CH2:23][N:22]([C:2]2[CH:7]=[CH:6][C:5]([C@@H:8]([NH:10][C:11](=[O:17])[O:12][C:13]([CH3:16])([CH3:15])[CH3:14])[CH3:9])=[CH:4][CH:3]=2)[CH2:21][CH2:20]1, predict the reactants needed to synthesize it. The reactants are: Br[C:2]1[CH:7]=[CH:6][C:5]([C@@H:8]([NH:10][C:11](=[O:17])[O:12][C:13]([CH3:16])([CH3:15])[CH3:14])[CH3:9])=[CH:4][CH:3]=1.[CH3:18][N:19]1[CH2:24][CH2:23][NH:22][CH2:21][CH2:20]1.C1C=CC(P(C2C(C3C(P(C4C=CC=CC=4)C4C=CC=CC=4)=CC=C4C=3C=CC=C4)=C3C(C=CC=C3)=CC=2)C2C=CC=CC=2)=CC=1.P([O-])([O-])([O-])=O.[K+].[K+].[K+]. (2) The reactants are: [C:1]([N:8]1[CH:12]=[CH:11][N:10]=[CH:9]1)(N1C=CN=C1)=[O:2].[NH2:13][C:14]1[N:23]=[C:22]([C:24]([N:26]2[CH2:34][C:33]3[C:28](=[CH:29][CH:30]=[CH:31][CH:32]=3)[CH2:27]2)=[O:25])[C:21]2[C:16](=[CH:17][CH:18]=[C:19]([C:35]3[CH:40]=[C:39]([F:41])[C:38]([F:42])=[CH:37][C:36]=3[CH2:43][OH:44])[CH:20]=2)[N:15]=1.[CH3:45]N(C)CCN.Cl.C(=O)(O)[O-]. Given the product [CH3:45][N:10]([CH3:9])[CH2:11][CH2:12][NH:8][C:1](=[O:2])[O:44][CH2:43][C:36]1[CH:37]=[C:38]([F:42])[C:39]([F:41])=[CH:40][C:35]=1[C:19]1[CH:20]=[C:21]2[C:16](=[CH:17][CH:18]=1)[N:15]=[C:14]([NH2:13])[N:23]=[C:22]2[C:24]([N:26]1[CH2:27][C:28]2[C:33](=[CH:32][CH:31]=[CH:30][CH:29]=2)[CH2:34]1)=[O:25], predict the reactants needed to synthesize it. (3) Given the product [ClH:1].[Cl:1][C:2]1[CH:21]=[CH:20][C:19]([CH2:22][C@@H:23]([OH:24])[CH2:25][NH:28][CH2:26][CH3:27])=[CH:18][C:3]=1[C:4]([NH:6][CH2:7][C:8]12[CH2:15][CH:14]3[CH2:16][CH:10]([CH2:11][CH:12]([CH2:13]3)[CH2:17]1)[CH2:9]2)=[O:5], predict the reactants needed to synthesize it. The reactants are: [Cl:1][C:2]1[CH:21]=[CH:20][C:19]([CH2:22][C@@H:23]2[CH2:25][O:24]2)=[CH:18][C:3]=1[C:4]([NH:6][CH2:7][C:8]12[CH2:17][CH:12]3[CH2:13][CH:14]([CH2:16][CH:10]([CH2:11]3)[CH2:9]1)[CH2:15]2)=[O:5].[CH2:26]([NH2:28])[CH3:27].Cl. (4) Given the product [CH3:15][O:16][C:17](=[O:24])[CH:18]([N:9]1[C:10]2[C:6](=[CH:5][C:4]([Br:3])=[CH:12][CH:11]=2)[C:7](=[O:14])[C:8]1=[O:13])[CH2:19][CH:20]([CH3:22])[CH3:21], predict the reactants needed to synthesize it. The reactants are: [H-].[Na+].[Br:3][C:4]1[CH:5]=[C:6]2[C:10](=[CH:11][CH:12]=1)[NH:9][C:8](=[O:13])[C:7]2=[O:14].[CH3:15][O:16][C:17](=[O:24])[CH:18](Br)[CH2:19][CH:20]([CH3:22])[CH3:21]. (5) Given the product [CH2:1]([O:8][CH2:9][C:10]([NH:12][S:13]([C:15]([CH3:18])([CH3:17])[CH3:16])=[O:14])([C:25]#[N:26])[CH3:11])[C:2]1[CH:7]=[CH:6][CH:5]=[CH:4][CH:3]=1, predict the reactants needed to synthesize it. The reactants are: [CH2:1]([O:8][CH2:9][C:10](=[N:12][S:13]([C:15]([CH3:18])([CH3:17])[CH3:16])=[O:14])[CH3:11])[C:2]1[CH:7]=[CH:6][CH:5]=[CH:4][CH:3]=1.[F-].[Cs+].C[Si]([C:25]#[N:26])(C)C.[O-][Mn](=O)(=O)=O.[K+]. (6) The reactants are: [Br:1][C:2]1[CH:9]=[CH:8][C:5]([CH2:6]Br)=[C:4]([F:10])[CH:3]=1.C(=O)([O-])[O-].[K+].[K+].[CH3:17][C@H:18]1[O:23][C@@H:22]([CH3:24])[CH2:21][NH:20][CH2:19]1. Given the product [Br:1][C:2]1[CH:9]=[CH:8][C:5]([CH2:6][N:20]2[CH2:19][C@H:18]([CH3:17])[O:23][C@H:22]([CH3:24])[CH2:21]2)=[C:4]([F:10])[CH:3]=1, predict the reactants needed to synthesize it.